This data is from Full USPTO retrosynthesis dataset with 1.9M reactions from patents (1976-2016). The task is: Predict the reactants needed to synthesize the given product. (1) Given the product [C:1]([O:5][C:6]([N:8]1[C@@H:16]2[C@@H:11]([CH2:12][CH2:13][CH2:14][CH2:15]2)[CH2:10][C@H:9]1[C:17](=[O:19])[NH2:22])=[O:7])([CH3:4])([CH3:3])[CH3:2], predict the reactants needed to synthesize it. The reactants are: [C:1]([O:5][C:6]([N:8]1[C@@H:16]2[C@@H:11]([CH2:12][CH2:13][CH2:14][CH2:15]2)[CH2:10][C@H:9]1[C:17]([OH:19])=O)=[O:7])([CH3:4])([CH3:3])[CH3:2].C([N:22](CC)CC)C.ClC(OCC(C)C)=O. (2) The reactants are: [CH2:1]([N:8]([CH2:17][C:18]1[CH:23]=[CH:22][CH:21]=[CH:20][CH:19]=1)[CH2:9][C@@H:10]([F:16])[C:11](=[O:15])[CH:12]([CH3:14])[CH3:13])[C:2]1[CH:7]=[CH:6][CH:5]=[CH:4][CH:3]=1.[BH4-].[Na+]. Given the product [CH2:1]([N:8]([CH2:17][C:18]1[CH:19]=[CH:20][CH:21]=[CH:22][CH:23]=1)[CH2:9][C@@H:10]([F:16])[CH:11]([OH:15])[CH:12]([CH3:14])[CH3:13])[C:2]1[CH:3]=[CH:4][CH:5]=[CH:6][CH:7]=1, predict the reactants needed to synthesize it. (3) Given the product [CH3:1][O:2][C:3]([NH:5][C@@H:6]([CH:20]([CH3:22])[CH3:21])[C:7]([N:9]1[C@@H:13]([CH3:14])[CH2:12][CH2:11][C@H:10]1[C:15]([OH:17])=[O:16])=[O:8])=[O:4], predict the reactants needed to synthesize it. The reactants are: [CH3:1][O:2][C:3]([NH:5][C@@H:6]([CH:20]([CH3:22])[CH3:21])[C:7]([N:9]1[C@@H:13]([CH3:14])[CH2:12][CH2:11][C@H:10]1[C:15]([O:17]CC)=[O:16])=[O:8])=[O:4].[Li+].[OH-]. (4) Given the product [CH:17]1([CH2:16][CH2:15][C:7]2[S:6][C:5]3[C:3](=[O:4])[N:12]([C:14]4[CH:26]=[CH:25][C:24]([N:27]5[CH2:31][CH2:30][C@@H:29]([N:32]([CH2:34][CH2:35][S:36]([CH3:39])(=[O:38])=[O:37])[CH3:33])[CH2:28]5)=[CH:23][CH:22]=4)[CH:11]=[N:10][C:9]=3[CH:8]=2)[CH2:18][CH2:19]1, predict the reactants needed to synthesize it. The reactants are: CO[C:3]([C:5]1[S:6][C:7]([CH2:15][CH2:16][CH:17]2[CH2:19][CH2:18]2)=[CH:8][C:9]=1[N:10]=[CH:11][N:12]([CH3:14])C)=[O:4].NC1[CH:26]=[CH:25][C:24]([N:27]2[CH2:31][CH2:30][C@@H:29]([N:32]([CH2:34][CH2:35][S:36]([CH3:39])(=[O:38])=[O:37])[CH3:33])[CH2:28]2)=[CH:23][CH:22]=1. (5) Given the product [CH2:12]([N:16]1[C:24](=[O:25])[C:23]2[C:18](=[CH:19][CH:20]=[CH:21][CH:22]=2)[CH:17]1[CH2:26][C:27]([NH:10][C:9]([NH2:11])=[NH:8])=[O:28])[CH:13]([CH3:15])[CH3:14], predict the reactants needed to synthesize it. The reactants are: CC(C)([O-])C.[K+].[Cl-].[NH2:8][C:9]([NH2:11])=[NH2+:10].[CH2:12]([N:16]1[C:24](=[O:25])[C:23]2[C:18](=[CH:19][CH:20]=[CH:21][CH:22]=2)[CH:17]1[CH2:26][C:27](OCC)=[O:28])[CH:13]([CH3:15])[CH3:14].